From a dataset of Experimentally validated miRNA-target interactions with 360,000+ pairs, plus equal number of negative samples. Binary Classification. Given a miRNA mature sequence and a target amino acid sequence, predict their likelihood of interaction. The miRNA is hsa-miR-4423-5p with sequence AGUUGCCUUUUUGUUCCCAUGC. The protein sequence of the target gene is MKLTDSVLRSFRVAKVFRENSDKINCFDFSPNGETVISSSDDDSIVLYDCQEGKPKRTLYSKKYGVDLIRYTHAANTVVYSSNKIDDTIRYLSLHDNKYIRYFPGHSKRVVALSMSPVDDTFISGSLDKTIRLWDLRSPNCQGLMHLQGKPVCSFDPEGLIFAAGVNSEMVKLYDLRSFDKGPFATFKMQYDRTCEWTGLKFSNDGKLILISTNGSFIRLIDAFKGVVMHTFGGYANSKAVTLEASFTPDSQFIMIGSEDGKIHVWNGESGIKVAVLDGKHTGPITCLQFNPKFMTFASA.... Result: 1 (interaction).